From a dataset of Full USPTO retrosynthesis dataset with 1.9M reactions from patents (1976-2016). Predict the reactants needed to synthesize the given product. (1) Given the product [CH3:1][O:2][CH2:3][CH2:4][O:5][C:6]1[CH:11]=[CH:10][N:9]2[C:12]([C:15]([NH:37][C:38]3[CH:46]=[CH:45][CH:44]=[C:43]4[C:39]=3[CH:40]=[N:41][N:42]4[CH2:47][C:48]3[CH:49]=[C:50]([CH:55]=[CH:56][CH:57]=3)[C:51]([O:53][CH3:54])=[O:52])=[O:17])=[CH:13][N:14]=[C:8]2[CH:7]=1, predict the reactants needed to synthesize it. The reactants are: [CH3:1][O:2][CH2:3][CH2:4][O:5][C:6]1[CH:11]=[CH:10][N:9]2[C:12]([C:15]([OH:17])=O)=[CH:13][N:14]=[C:8]2[CH:7]=1.C(N(CC)CC)C.ClC1C=C(Cl)C=C(Cl)C=1C(Cl)=O.[NH2:37][C:38]1[CH:46]=[CH:45][CH:44]=[C:43]2[C:39]=1[CH:40]=[N:41][N:42]2[CH2:47][C:48]1[CH:49]=[C:50]([CH:55]=[CH:56][CH:57]=1)[C:51]([O:53][CH3:54])=[O:52]. (2) Given the product [CH2:3]([C:5]([CH2:11][CH2:12][CH:13]=[CH2:14])=[CH:6][C:7]([OH:9])=[O:8])[CH3:4], predict the reactants needed to synthesize it. The reactants are: [OH-].[Na+].[CH2:3]([C:5]([CH2:11][CH2:12][CH:13]=[CH2:14])=[CH:6][C:7]([O:9]C)=[O:8])[CH3:4].Cl. (3) Given the product [F:37][C:2]([F:1])([F:36])[C:3]1[CH:4]=[C:5]([C@H:13]([N:15]([CH3:35])[C:16]([N:18]2[CH2:23][CH2:22][N:21]3[C:24](=[O:27])[C:25]([C:48]([O:49][CH3:50])=[O:51])([C:48]([O:49][CH3:50])=[O:51])[CH2:26][C@H:20]3[C@@H:19]2[C:28]2[CH:33]=[CH:32][CH:31]=[CH:30][C:29]=2[CH3:34])=[O:17])[CH3:14])[CH:6]=[C:7]([C:9]([F:10])([F:11])[F:12])[CH:8]=1, predict the reactants needed to synthesize it. The reactants are: [F:1][C:2]([F:37])([F:36])[C:3]1[CH:4]=[C:5]([C@H:13]([N:15]([CH3:35])[C:16]([N:18]2[CH2:23][CH2:22][N:21]3[C:24](=[O:27])[CH2:25][CH2:26][C@H:20]3[C@@H:19]2[C:28]2[CH:33]=[CH:32][CH:31]=[CH:30][C:29]=2[CH3:34])=[O:17])[CH3:14])[CH:6]=[C:7]([C:9]([F:12])([F:11])[F:10])[CH:8]=1.[Li+].C[Si]([N-][Si](C)(C)C)(C)C.[C:48](Cl)(=[O:51])[O:49][CH3:50]. (4) Given the product [CH:1]1([O:4][C:5]2[CH:6]=[C:7]([C:15]3[NH:32][C:18]4[CH:19]=[N:20][NH:21][C:22](=[O:23])[C:17]=4[C:16]=3[CH2:33][CH:34]3[CH2:36][CH2:35]3)[CH:8]=[CH:9][C:10]=2[O:11][CH:12]([F:13])[F:14])[CH2:3][CH2:2]1, predict the reactants needed to synthesize it. The reactants are: [CH:1]1([O:4][C:5]2[CH:6]=[C:7]([C:15]3[NH:32][C:18]4[CH:19]=[N:20][N:21](COCC[Si](C)(C)C)[C:22](=[O:23])[C:17]=4[C:16]=3[CH2:33][CH:34]3[CH2:36][CH2:35]3)[CH:8]=[CH:9][C:10]=2[O:11][CH:12]([F:14])[F:13])[CH2:3][CH2:2]1.C1(OC2C=C(C3NC4C=NN(COCC[Si](C)(C)C)C(=O)C=4C=3CCC)C=CC=2OC(F)F)CC1.